From a dataset of Catalyst prediction with 721,799 reactions and 888 catalyst types from USPTO. Predict which catalyst facilitates the given reaction. (1) Reactant: [Li]CCCC.Br[C:7]1[CH:12]=[CH:11][C:10]([O:13][CH:14]2[CH2:16][CH2:15]2)=[CH:9][CH:8]=1.[B:17](OCC)([O:21]CC)[O:18]CC.Cl. Product: [CH:14]1([O:13][C:10]2[CH:11]=[CH:12][C:7]([B:17]([OH:21])[OH:18])=[CH:8][CH:9]=2)[CH2:16][CH2:15]1. The catalyst class is: 1. (2) Reactant: [CH2:1]([C:3]1[CH:4]=[C:5]([C:10]2[CH:11]=[C:12]3[C:16](=[CH:17][CH:18]=2)[C:15](=[O:19])[CH2:14][CH2:13]3)[CH:6]=[CH:7][C:8]=1[OH:9])[CH3:2].[Li+].CC([N-]C(C)C)C.Br[CH2:29][C:30]([O:32][CH2:33][CH3:34])=[O:31]. Product: [CH2:33]([O:32][C:30](=[O:31])[CH2:29][O:9][C:8]1[CH:7]=[CH:6][C:5]([C:10]2[CH:11]=[C:12]3[C:16](=[CH:17][CH:18]=2)[C:15](=[O:19])[CH2:14][CH2:13]3)=[CH:4][C:3]=1[CH2:1][CH3:2])[CH3:34]. The catalyst class is: 49. (3) Reactant: C(OC(=O)[NH:7][C:8]1([C:12]2[CH:17]=[CH:16][C:15]([C:18]3[C:23]([C:24]4[CH:29]=[CH:28][CH:27]=[CH:26][CH:25]=4)=[C:22]([NH:30][CH:31]4[CH2:33][CH2:32]4)[N:21]4[CH:34]=[CH:35][N:36]=[C:20]4[N:19]=3)=[CH:14][CH:13]=2)[CH2:11][CH2:10][CH2:9]1)(C)(C)C.Cl. Product: [NH2:7][C:8]1([C:12]2[CH:13]=[CH:14][C:15]([C:18]3[C:23]([C:24]4[CH:29]=[CH:28][CH:27]=[CH:26][CH:25]=4)=[C:22]([NH:30][CH:31]4[CH2:32][CH2:33]4)[N:21]4[CH:34]=[CH:35][N:36]=[C:20]4[N:19]=3)=[CH:16][CH:17]=2)[CH2:9][CH2:10][CH2:11]1. The catalyst class is: 12. (4) Reactant: [NH:1]1[CH2:7][CH2:6][CH2:5][NH:4][CH2:3][CH2:2]1.C(N(CC)CC)C.[C:15](O[C:15]([O:17][C:18]([CH3:21])([CH3:20])[CH3:19])=[O:16])([O:17][C:18]([CH3:21])([CH3:20])[CH3:19])=[O:16]. Product: [C:18]([O:17][C:15]([N:1]1[CH2:7][CH2:6][CH2:5][NH:4][CH2:3][CH2:2]1)=[O:16])([CH3:21])([CH3:20])[CH3:19]. The catalyst class is: 2. (5) Reactant: [Cl:1][CH2:2][CH2:3][CH2:4][C:5]([C:7]1[CH:12]=[CH:11][C:10]([Cl:13])=[CH:9][CH:8]=1)=[O:6].[CH2:14](O)[CH2:15][OH:16].C1(C)C=CC(S(O)(=O)=O)=CC=1.O. The catalyst class is: 11. Product: [Cl:13][C:10]1[CH:9]=[CH:8][C:7]([C:5]2([CH2:4][CH2:3][CH2:2][Cl:1])[O:16][CH2:15][CH2:14][O:6]2)=[CH:12][CH:11]=1.